From a dataset of NCI-60 drug combinations with 297,098 pairs across 59 cell lines. Regression. Given two drug SMILES strings and cell line genomic features, predict the synergy score measuring deviation from expected non-interaction effect. (1) Synergy scores: CSS=24.7, Synergy_ZIP=-0.788, Synergy_Bliss=-2.34, Synergy_Loewe=-34.2, Synergy_HSA=-3.15. Drug 1: C1=CC(=C2C(=C1NCCNCCO)C(=O)C3=C(C=CC(=C3C2=O)O)O)NCCNCCO. Cell line: TK-10. Drug 2: C1CN(P(=O)(OC1)NCCCl)CCCl. (2) Drug 1: COC1=C(C=C2C(=C1)N=CN=C2NC3=CC(=C(C=C3)F)Cl)OCCCN4CCOCC4. Drug 2: C1=C(C(=O)NC(=O)N1)N(CCCl)CCCl. Cell line: KM12. Synergy scores: CSS=23.9, Synergy_ZIP=-3.35, Synergy_Bliss=-3.49, Synergy_Loewe=1.80, Synergy_HSA=2.17. (3) Drug 1: CCCS(=O)(=O)NC1=C(C(=C(C=C1)F)C(=O)C2=CNC3=C2C=C(C=N3)C4=CC=C(C=C4)Cl)F. Drug 2: CC1CCC2CC(C(=CC=CC=CC(CC(C(=O)C(C(C(=CC(C(=O)CC(OC(=O)C3CCCCN3C(=O)C(=O)C1(O2)O)C(C)CC4CCC(C(C4)OC)OCCO)C)C)O)OC)C)C)C)OC. Cell line: MALME-3M. Synergy scores: CSS=56.5, Synergy_ZIP=1.75, Synergy_Bliss=0.155, Synergy_Loewe=4.78, Synergy_HSA=5.77.